Task: Predict the reactants needed to synthesize the given product.. Dataset: Full USPTO retrosynthesis dataset with 1.9M reactions from patents (1976-2016) (1) Given the product [N+:8]([C:5]1[CH:6]=[CH:7][C:2]([O:1][CH2:25][CH2:26][N:27]2[CH2:31][CH2:30][CH2:29][CH2:28]2)=[C:3]([NH:11][C:12](=[O:14])[CH3:13])[CH:4]=1)([O-:10])=[O:9], predict the reactants needed to synthesize it. The reactants are: [OH:1][C:2]1[CH:7]=[CH:6][C:5]([N+:8]([O-:10])=[O:9])=[CH:4][C:3]=1[NH:11][C:12](=[O:14])[CH3:13].[H-].[Na+].C([O-])([O-])=O.[K+].[K+].Cl.Cl[CH2:25][CH2:26][N:27]1[CH2:31][CH2:30][CH2:29][CH2:28]1. (2) Given the product [Br:17][C:3]1[CH:4]=[C:5]([CH:8]=[CH:9][C:2]=1[CH3:1])[C:6]#[N:7], predict the reactants needed to synthesize it. The reactants are: [CH3:1][C:2]1[CH:9]=[CH:8][C:5]([C:6]#[N:7])=[CH:4][CH:3]=1.C1C(=O)N([Br:17])C(=O)C1.